This data is from Full USPTO retrosynthesis dataset with 1.9M reactions from patents (1976-2016). The task is: Predict the reactants needed to synthesize the given product. (1) Given the product [CH2:43]([O:42][C:40]([N:8]1[CH2:9][CH2:10][CH:5]([N:4]([CH2:13][C:14]2[CH:19]=[C:18]([C:20]([F:21])([F:22])[F:23])[CH:17]=[C:16]([C:24]([F:26])([F:25])[F:27])[CH:15]=2)[C:3]([O:2][CH3:1])=[O:28])[CH2:6][CH:7]1[CH2:11][CH3:12])=[O:41])[CH3:44], predict the reactants needed to synthesize it. The reactants are: [CH3:1][O:2][C:3](=[O:28])[N:4]([CH2:13][C:14]1[CH:19]=[C:18]([C:20]([F:23])([F:22])[F:21])[CH:17]=[C:16]([C:24]([F:27])([F:26])[F:25])[CH:15]=1)[CH:5]1[CH2:10][CH2:9][NH:8][CH:7]([CH2:11][CH3:12])[CH2:6]1.[Li+].C[Si]([N-][Si](C)(C)C)(C)C.Cl[C:40]([O:42][CH2:43][CH3:44])=[O:41]. (2) Given the product [C:14]([C@H:9]1[CH2:10][C@H:11]([OH:13])[CH2:12][N:8]1[C:6]([O:5][C:1]([CH3:4])([CH3:3])[CH3:2])=[O:7])(=[O:16])[NH2:19], predict the reactants needed to synthesize it. The reactants are: [C:1]([O:5][C:6]([N:8]1[CH2:12][C@@H:11]([OH:13])[CH2:10][C@@H:9]1[C:14]([OH:16])=O)=[O:7])([CH3:4])([CH3:3])[CH3:2].CC[N:19]=C=NCCCN(C)C.Cl.C1C=C2N=NN(O)C2=CC=1.O.N. (3) Given the product [K+:10].[OH:5][CH2:6][CH2:7][C:2]([CH3:8])([CH3:1])[C:3]([O-:9])=[O:4], predict the reactants needed to synthesize it. The reactants are: [CH3:1][C:2]1([CH3:8])[CH2:7][CH2:6][O:5][C:3]1=[O:4].[OH-:9].[K+:10]. (4) Given the product [Cl:1][C:2]1[C:3]([N:8]2[CH2:13][CH2:12][CH:11]([C:14]3[NH:17][C:18]4[CH:19]=[C:20]([C:25]([F:26])([F:27])[F:28])[CH:21]=[CH:22][C:23]=4[N:24]=3)[CH2:10][CH2:9]2)=[N:4][CH:5]=[CH:6][CH:7]=1, predict the reactants needed to synthesize it. The reactants are: [Cl:1][C:2]1[C:3]([N:8]2[CH2:13][CH2:12][CH:11]([C:14](O)=O)[CH2:10][CH2:9]2)=[N:4][CH:5]=[CH:6][CH:7]=1.[NH2:17][C:18]1[CH:19]=[C:20]([C:25]([F:28])([F:27])[F:26])[CH:21]=[CH:22][C:23]=1[NH2:24].C(N(CC)C(C)C)(C)C.F[P-](F)(F)(F)(F)F.N1(OC(N(C)C)=[N+](C)C)C2N=CC=CC=2N=N1.